This data is from Experimentally validated miRNA-target interactions with 360,000+ pairs, plus equal number of negative samples. The task is: Binary Classification. Given a miRNA mature sequence and a target amino acid sequence, predict their likelihood of interaction. (1) The miRNA is hsa-miR-486-3p with sequence CGGGGCAGCUCAGUACAGGAU. The protein sequence of the target gene is MSKTFVKSKEMGELVNTPSWMDKGLGSQNEVKEEESRPGTYGMLSSLTEEHDSIEEEEEEEEDGEKPKRRGPKKKKMTKARLERFRARRVKANARERTRMHGLNDALDNLRRVMPCYSKTQKLSKIETLRLARNYIWALSEVLETGQTPEGKGFVEMLCKGLSQPTSNLVAGCLQLGPQSVLLEKHEDKSPICDSAISVHNFNYQSPGLPSPPYGHMETHLLHLKPQVFKSLGESSFGSHLPDCSTPPYEGPLTPPLSISGNFSLKQDGSPDLEKSYSFMPHYPSSSLSSGHVHSTPFQA.... Result: 0 (no interaction). (2) The miRNA is hsa-miR-500b-5p with sequence AAUCCUUGCUACCUGGGU. The protein sequence of the target gene is MSAALFSLDGPARGAPWPAEPAPFYEPGRAGKPGRGAEPGALGEPGAAAPAMYDDESAIDFSAYIDSMAAVPTLELCHDELFADLFNSNHKAGGAGPLELLPGGPARPLGPGPAAPRLLKREPDWGDGDAPGSLLPAQVAACAQTVVSLAAAGQPTPPTSPEPPRSSPRQTPAPGPAREKSAGKRGPDRGSPEYRQRRERNNIAVRKSRDKAKRRNQEMQQKLVELSAENEKLHQRVEQLTRDLAGLRQFFKQLPSPPFLPAAGTADCR. Result: 0 (no interaction). (3) The miRNA is hsa-miR-4690-5p with sequence GAGCAGGCGAGGCUGGGCUGAA. The protein sequence of the target gene is MPSSRIPALCLGAWLLLLLLPRFARAEGAVPIPVTCFTRGLDIRKEKADVLCPGGCSLEEFSVFGNIVYASVSSICGAAVHRGVIGTSGGPVRVYSLPGRENYSSVDANGIQSQMLSRWSASFAVTKGKSSTQEATGRAVSTAHPPSGKRLKKTPEKKTGNKDCKADIAFLIDGSFNIGQRRFNLQKNFVGKVALMLGIGTEGPHVGLVQASEHPKIEFYLKNFTSAKDVLFAIKEVGFRGGNSNTGKALKHTAQKFFTADTGVRKGIPKVVVVFIDGWPSDDIEEAGIVAREFGVNVFI.... Result: 0 (no interaction). (4) The miRNA is hsa-miR-3614-3p with sequence UAGCCUUCAGAUCUUGGUGUUUU. The protein sequence of the target gene is MSSVKPLVYAVIRFLREQSQMDAYTSDEQESLEVAIQCLETVFKISPEDTHLAVSQPLTEMFTNSVCKNDIRPLSNSVPEDVGKADQLKDEGNNHMKEENYAAAVDCYTQAIELDPNNAVYYCNRAAAQSKLSHYTDAIKDCEKAIAIDSKYSKAYGRMGLALTAMNKFEEAVTSYQKALDLDPENDSYKSNLKIAEQKLREVSSPTGTGLSFDMASLINNPAFITMAASLMQNPQVQQLMSGMMTNAIGGPAAGVGGLTDLSSLIQAGQQFAQQIQQQNPELIEQLRNHIRSRSFSSSA.... Result: 0 (no interaction). (5) Result: 1 (interaction). The protein sequence of the target gene is MFTLTKALEKALLQHFIYMKVNIAYAINKPFPFFEALRDNSFITERMYKESLEACQNLVPLSKVVHNILTSLEQTFHPSVLLTLFSKVNLREYPSLVAIFRSFRNVGYTYEEKNRPPLTLLEDLANPAEGCSLQTLLPPPRPQISLPSHLSSAPRVCDPRATAQPIIEILDEQPSPSPRAVPLLGCIQEGKTTPVSSRDHQRKDKEDSREMPHSPSGPESVVKDDSPAANDLEMAREVPCTPANKKARRKKRPNWSNSKRRRQKKKPRQDEMMGVASPGHGVQEKLKAVSRRTLWKDDSS.... The miRNA is mmu-miR-3097-3p with sequence CUCAGACCUUUCUACCUGUCAG. (6) The miRNA is hsa-miR-3064-5p with sequence UCUGGCUGUUGUGGUGUGCAA. The protein sequence of the target gene is MAAPAKGMWCSLGSLLRVVQTRDLNARRWVRALRRSPVRVLSPSGQVEERKRAPDQQPRKAVPKASSQGQRQKQPLETSPSQTPHTWEEAGLRYDKAFPGDRRLSSVMTIVKSRPFREKQGKILLEGRRLIADALKAGAVPKAFFFSRLEYVKELPVDKLKDVSLIKVKFEDIKDWSDLVTPQGIMGIFAKPDPVKMTYPETPLHHTLPLVLICDNLRDPGNLGTILRSAAGAGCSKVLLTKGCVDAWEPKVLRAGMGAHFQVPIVNNVEWETVPNHLPPDTRVYVADNCGHYAQVQMSD.... Result: 0 (no interaction). (7) The miRNA is hsa-miR-526b-5p with sequence CUCUUGAGGGAAGCACUUUCUGU. The protein sequence of the target gene is MEAHEIIEEPHITMDAEKHPPSKDPSAEDLQENHISESFLKPSTSETPLEPHTSESPLVPSPSQIPLEAHSPETHQEPSISETPSETPTYEASLDSPISVVPEKHLTLPPQSRDYVCLSSSDTLKEDLSSESSSNEVPWTRRSTHLSESESLPEHCLSGPSSQVQVDTTEKQEEEAGEVEKGVDASDSTAHTAQPGHQLGNTARPVFPARQTELVEVAKAMHREEFGAQVNNLFQWEKDAALNAIQTGLYIGWRCPHYLWDCFRIGDESRCFCGHLLREHRIISDISVPCKVSQCRCFMF.... Result: 1 (interaction). (8) The miRNA is mmu-miR-5133 with sequence GCUGGAGCUGCGGCAGCGCAG. The protein sequence of the target gene is MAAKQTEPVTIISLRKLSQAAPEPQQKETKTFTVEDAVETIGFGRFHIALFLIMGSTGVVEAMEIMLIAVVSPVIRCEWQLENWQVAFVTTMVFFGYMVSSILFGLLADRYGRWKILLLSFLWGAYFSLLTSFSPSYIWFVFLRTMVGCGVSGHAQGLIIKTEFLPTKYRGYMLPLSQVFWLAGSLLIISMASVVIPTIGWRWLIRIASIPGIILIMAFKFIPESARFNVSTGNTQAALNTLESIAKMNRSVMPEGQLVEPILEKRGRFADLLDSKYLRTTLQIWIIWLGISFAYYGVIL.... Result: 1 (interaction).